From a dataset of Full USPTO retrosynthesis dataset with 1.9M reactions from patents (1976-2016). Predict the reactants needed to synthesize the given product. (1) Given the product [CH2:1]([N:8]1[CH2:13][CH2:12][C@H:11]([N:22]2[CH2:27][CH2:26][NH:25][CH2:24][CH2:23]2)[C@H:10]([C:15]2[CH:20]=[CH:19][C:18]([Cl:21])=[CH:17][CH:16]=2)[CH2:9]1)[C:2]1[CH:7]=[CH:6][CH:5]=[CH:4][CH:3]=1, predict the reactants needed to synthesize it. The reactants are: [CH2:1]([N:8]1[CH2:13][CH2:12][C:11](=O)[CH:10]([C:15]2[CH:20]=[CH:19][C:18]([Cl:21])=[CH:17][CH:16]=2)[CH2:9]1)[C:2]1[CH:7]=[CH:6][CH:5]=[CH:4][CH:3]=1.[NH:22]1[CH2:27][CH2:26][NH:25][CH2:24][CH2:23]1.C([BH3-])#N.[Na+].[OH-].[Na+]. (2) Given the product [CH3:8][C@H:6]1[O:7][C@@H:2]([CH3:1])[CH2:3][N:4]([CH2:9][C:10]2[O:14][C:13]([C:15]3[CH:23]=[C:22]([C:24]4[CH:25]=[C:26]([NH:32][S:33]([CH3:36])(=[O:35])=[O:34])[C:27]([O:30][CH3:31])=[N:28][CH:29]=4)[CH:21]=[C:20]4[C:16]=3[CH:17]=[N:18][NH:19]4)=[N:12][N:11]=2)[CH2:5]1, predict the reactants needed to synthesize it. The reactants are: [CH3:1][C@H:2]1[O:7][C@@H:6]([CH3:8])[CH2:5][N:4]([CH2:9][C:10]2[O:14][C:13]([C:15]3[CH:23]=[C:22]([C:24]4[CH:25]=[C:26]([NH:32][S:33]([CH3:36])(=[O:35])=[O:34])[C:27]([O:30][CH3:31])=[N:28][CH:29]=4)[CH:21]=[C:20]4[C:16]=3[CH:17]=[N:18][N:19]4S(C3C=CC=CC=3)(=O)=O)=[N:12][N:11]=2)[CH2:3]1.[OH-].[Na+].